Dataset: Full USPTO retrosynthesis dataset with 1.9M reactions from patents (1976-2016). Task: Predict the reactants needed to synthesize the given product. (1) Given the product [Br:16][CH2:2][C:1]([C:4]1[CH:5]=[C:6]([NH:11][S:12]([CH3:15])(=[O:13])=[O:14])[CH:7]=[C:8]([Cl:10])[CH:9]=1)=[O:3], predict the reactants needed to synthesize it. The reactants are: [C:1]([C:4]1[CH:5]=[C:6]([NH:11][S:12]([CH3:15])(=[O:14])=[O:13])[CH:7]=[C:8]([Cl:10])[CH:9]=1)(=[O:3])[CH3:2].[Br:16]Br.O. (2) Given the product [ClH:2].[Cl:15][C:11]1[CH:10]=[C:9]([C:7]2[N:6]=[C:5]3[CH2:16][CH2:17][CH2:18][C:4]3=[C:3]([NH:19][C:20]3[CH:21]=[C:22]([CH2:26][C:27]([O:29][CH3:30])=[O:28])[CH:23]=[CH:24][CH:25]=3)[CH:8]=2)[CH:14]=[CH:13][CH:12]=1, predict the reactants needed to synthesize it. The reactants are: Cl.[Cl:2][C:3]1[CH:8]=[C:7]([C:9]2[CH:14]=[CH:13][CH:12]=[C:11]([Cl:15])[CH:10]=2)[N:6]=[C:5]2[CH2:16][CH2:17][CH2:18][C:4]=12.[NH2:19][C:20]1[CH:21]=[C:22]([CH2:26][C:27]([O:29][CH3:30])=[O:28])[CH:23]=[CH:24][CH:25]=1. (3) Given the product [O:18]=[C:12]([N:13]1[CH2:17][CH2:16][CH2:15][CH2:14]1)[C@H:11]([NH2:10])[CH3:19], predict the reactants needed to synthesize it. The reactants are: C1(COC(=O)[NH:10][C@H:11]([CH3:19])[C:12](=[O:18])[N:13]2[CH2:17][CH2:16][CH2:15][CH2:14]2)C=CC=CC=1. (4) Given the product [CH:41]1([C:50]2[CH:51]=[C:52]3[C:57](=[C:58]([CH:60]=[O:61])[CH:59]=2)[O:56][C:55]([CH3:63])([CH3:62])[CH2:54][CH2:53]3)[CH2:43][CH2:42]1, predict the reactants needed to synthesize it. The reactants are: CC(C1C=C(C(C)C)C(C2C=CC=CC=2P(C2CCCCC2)C2CCCCC2)=C(C(C)C)C=1)C.C(=O)([O-])[O-].[K+].[K+].[CH:41]1([B-](F)(F)F)[CH2:43][CH2:42]1.[K+].Cl[C:50]1[CH:51]=[C:52]2[C:57](=[C:58]([CH:60]=[O:61])[CH:59]=1)[O:56][C:55]([CH3:63])([CH3:62])[CH2:54][CH2:53]2.